From a dataset of Full USPTO retrosynthesis dataset with 1.9M reactions from patents (1976-2016). Predict the reactants needed to synthesize the given product. (1) Given the product [Cl:1][C:2]1[CH:3]=[C:4]([NH:8][C:9]2[N:14]=[C:13]([C:15]([F:18])([F:17])[F:16])[C:12]([CH2:19][NH:25][CH2:21][CH:22]([CH3:24])[CH3:23])=[CH:11][N:10]=2)[CH:5]=[CH:6][CH:7]=1.[CH:27]([O-:20])=[O:28], predict the reactants needed to synthesize it. The reactants are: [Cl:1][C:2]1[CH:3]=[C:4]([NH:8][C:9]2[N:14]=[C:13]([C:15]([F:18])([F:17])[F:16])[C:12]([CH:19]=[O:20])=[CH:11][N:10]=2)[CH:5]=[CH:6][CH:7]=1.[CH2:21]([NH2:25])[CH:22]([CH3:24])[CH3:23].[BH4-].[CH3:27][OH:28]. (2) The reactants are: [CH3:1][C:2]1[O:3][C:4]([C:7]2[S:8][C:9]([S:12](Cl)(=[O:14])=[O:13])=[CH:10][CH:11]=2)=[CH:5][CH:6]=1.[NH2:16][C:17]1[O:21][N:20]=[C:19]([CH3:22])[C:18]=1[Br:23]. Given the product [Br:23][C:18]1[C:19]([CH3:22])=[N:20][O:21][C:17]=1[NH:16][S:12]([C:9]1[S:8][C:7]([C:4]2[O:3][C:2]([CH3:1])=[CH:6][CH:5]=2)=[CH:11][CH:10]=1)(=[O:14])=[O:13], predict the reactants needed to synthesize it.